Predict the product of the given reaction. From a dataset of Forward reaction prediction with 1.9M reactions from USPTO patents (1976-2016). Given the reactants ClC1C=[C:4]([NH:16][C:17]2[C:26]3[C:21](=[CH:22][CH:23]=[CH:24][C:25]=3[O:27][CH2:28][CH2:29][NH:30][CH2:31][CH2:32][OH:33])[N:20]=[CH:19][N:18]=2)[CH:5]=[CH:6][C:7]=1[O:8][CH2:9][C:10]1[CH:15]=[CH:14][CH:13]=[CH:12][N:11]=1.C([O:37][CH2:38][C:39](Cl)=[O:40])(=O)C.[CH3:42]CN(C(C)C)C(C)C.N.[CH2:52]([Cl:54])Cl, predict the reaction product. The product is: [Cl:54][C:52]1[CH:42]=[C:4]([NH:16][C:17]2[C:26]3[C:21](=[CH:22][CH:23]=[CH:24][C:25]=3[O:27][CH2:28][CH2:29][N:30]([CH2:31][CH2:32][OH:33])[C:38](=[O:37])[CH2:39][OH:40])[N:20]=[CH:19][N:18]=2)[CH:5]=[CH:6][C:7]=1[O:8][CH2:9][C:10]1[CH:15]=[CH:14][CH:13]=[CH:12][N:11]=1.